From a dataset of Reaction yield outcomes from USPTO patents with 853,638 reactions. Predict the reaction yield, written as a fraction of the theoretical maximum amount of product (1.0 means a 100% yield; for example, 0.34 means a 34% yield). The catalyst is C1(C)C=CC=CC=1.C(OCC)(=O)C.C1C=CC([P]([Pd]([P](C2C=CC=CC=2)(C2C=CC=CC=2)C2C=CC=CC=2)([P](C2C=CC=CC=2)(C2C=CC=CC=2)C2C=CC=CC=2)[P](C2C=CC=CC=2)(C2C=CC=CC=2)C2C=CC=CC=2)(C2C=CC=CC=2)C2C=CC=CC=2)=CC=1.ClCCl. The reactants are Br[C:2]1[CH:3]=[C:4]2[C:8](=[CH:9][CH:10]=1)[NH:7][C:6](=[O:11])[CH2:5]2.C(O)C.C(=O)([O-])[O-].[Na+].[Na+].[C:21]1(B(O)O)[CH:26]=[CH:25][CH:24]=[CH:23][CH:22]=1. The product is [C:21]1([C:2]2[CH:3]=[C:4]3[C:8](=[CH:9][CH:10]=2)[NH:7][C:6](=[O:11])[CH2:5]3)[CH:26]=[CH:25][CH:24]=[CH:23][CH:22]=1. The yield is 0.770.